The task is: Predict the reactants needed to synthesize the given product.. This data is from Full USPTO retrosynthesis dataset with 1.9M reactions from patents (1976-2016). Given the product [CH:6]1([O:11][C:15]2[CH:16]=[C:17]([N:24]([CH2:32][CH:33]([CH3:35])[CH3:34])[C:25](=[O:31])[O:26][C:27]([CH3:28])([CH3:29])[CH3:30])[C:18]3[N:19]([CH:21]=[N:22][N:23]=3)[N:20]=2)[CH2:10][CH2:9][CH2:8][CH2:7]1, predict the reactants needed to synthesize it. The reactants are: CN(C=O)C.[CH:6]1([OH:11])[CH2:10][CH2:9][CH2:8][CH2:7]1.[H-].[Na+].Cl[C:15]1[CH:16]=[C:17]([N:24]([CH2:32][CH:33]([CH3:35])[CH3:34])[C:25](=[O:31])[O:26][C:27]([CH3:30])([CH3:29])[CH3:28])[C:18]2[N:19]([CH:21]=[N:22][N:23]=2)[N:20]=1.